Dataset: Full USPTO retrosynthesis dataset with 1.9M reactions from patents (1976-2016). Task: Predict the reactants needed to synthesize the given product. (1) Given the product [NH:1]1[C:9]2[C:4](=[CH:5][CH:6]=[CH:7][CH:8]=2)[C:3](/[CH:10]=[CH:11]/[C:12]2[CH:21]=[CH:20][C:15]([C:16]([OH:18])=[O:17])=[CH:14][CH:13]=2)=[N:2]1, predict the reactants needed to synthesize it. The reactants are: [NH:1]1[C:9]2[C:4](=[CH:5][CH:6]=[CH:7][CH:8]=2)[C:3](/[CH:10]=[CH:11]/[C:12]2[CH:21]=[CH:20][C:15]([C:16]([O:18]C)=[O:17])=[CH:14][CH:13]=2)=[N:2]1.[OH-].[Na+]. (2) The reactants are: [CH3:1][O:2][Si:3]([O:12][CH3:13])([O:10][CH3:11])[CH2:4][SiH:5]([O:8][CH3:9])[O:6][CH3:7].C(Cl)(Cl)(Cl)[Cl:15]. Given the product [Cl:15][Si:5]([O:8][CH3:9])([O:6][CH3:7])[CH2:4][Si:3]([O:12][CH3:13])([O:10][CH3:11])[O:2][CH3:1], predict the reactants needed to synthesize it. (3) Given the product [CH3:1][C:2]1[N:6]=[C:5]([CH2:7][CH:8]2[CH2:13][CH2:12][CH:11]([C:14]3[S:15][C:16]([C:19]4[CH:20]=[CH:21][C:22]([NH2:25])=[CH:23][CH:24]=4)=[CH:17][N:18]=3)[CH2:10][CH2:9]2)[O:4][N:3]=1, predict the reactants needed to synthesize it. The reactants are: [CH3:1][C:2]1[N:6]=[C:5]([CH2:7][CH:8]2[CH2:13][CH2:12][CH:11]([C:14]3[S:15][C:16]([C:19]4[CH:24]=[CH:23][C:22]([N+:25]([O-])=O)=[CH:21][CH:20]=4)=[CH:17][N:18]=3)[CH2:10][CH2:9]2)[O:4][N:3]=1.[S-2].[Na+].[Na+]. (4) Given the product [Br:11][C:8]1[CH:7]=[C:3]2[C:2](=[CH:10][CH:9]=1)[N:1]=[C:17]([C:16]1[CH:19]=[C:20]([CH3:21])[C:13]([OH:12])=[C:14]([CH3:22])[CH:15]=1)[NH:6][C:4]2=[O:5], predict the reactants needed to synthesize it. The reactants are: [NH2:1][C:2]1[CH:10]=[CH:9][C:8]([Br:11])=[CH:7][C:3]=1[C:4]([NH2:6])=[O:5].[OH:12][C:13]1[C:20]([CH3:21])=[CH:19][C:16]([CH:17]=O)=[CH:15][C:14]=1[CH3:22].OS([O-])=O.[Na+].CC1C=CC(S(O)(=O)=O)=CC=1.